Dataset: Catalyst prediction with 721,799 reactions and 888 catalyst types from USPTO. Task: Predict which catalyst facilitates the given reaction. (1) Reactant: C([N:8]1[CH2:12][CH:11]([C:13]2[CH:18]=[CH:17][C:16]([Cl:19])=[C:15]([Cl:20])[CH:14]=2)[CH:10]([CH:21]([O:23][C:24]2[CH:29]=[CH:28][C:27]([Cl:30])=[CH:26][N:25]=2)[CH3:22])[CH2:9]1)C1C=CC=CC=1.ClC(OCC(Cl)(Cl)Cl)=O. Product: [Cl:30][C:27]1[CH:28]=[CH:29][C:24]([O:23][CH:21]([CH:10]2[CH:11]([C:13]3[CH:18]=[CH:17][C:16]([Cl:19])=[C:15]([Cl:20])[CH:14]=3)[CH2:12][NH:8][CH2:9]2)[CH3:22])=[N:25][CH:26]=1. The catalyst class is: 23. (2) Reactant: Br[C:2]1[CH:7]=[CH:6][C:5]([Br:8])=[CH:4][C:3]=1[N+:9]([O-:11])=[O:10].Cl.[NH2:13][CH2:14][C:15]1([OH:20])[CH2:19][CH2:18][CH2:17][CH2:16]1.C(N(CC)C(C)C)(C)C. Product: [Br:8][C:5]1[CH:6]=[CH:7][C:2]([NH:13][CH2:14][C:15]2([OH:20])[CH2:19][CH2:18][CH2:17][CH2:16]2)=[C:3]([N+:9]([O-:11])=[O:10])[CH:4]=1. The catalyst class is: 60. (3) Reactant: [CH:1]([C@H:4]1[NH:9][CH2:8][CH2:7][N:6]2[C:10]3[CH:16]=[C:15]([S:17]([CH3:20])(=[O:19])=[O:18])[C:14]([C:21]([O:23][CH3:24])=[O:22])=[CH:13][C:11]=3[N:12]=[C:5]12)([CH3:3])[CH3:2].Cl[C:26]1[N:31]=[C:30]([CH:32]2[CH2:34][CH2:33]2)[C:29]([C:35]([O:37][CH3:38])=[O:36])=[CH:28][N:27]=1.CCN(C(C)C)C(C)C. Product: [CH:32]1([C:30]2[C:29]([C:35]([O:37][CH3:38])=[O:36])=[CH:28][N:27]=[C:26]([N:9]3[CH2:8][CH2:7][N:6]4[C:10]5[CH:16]=[C:15]([S:17]([CH3:20])(=[O:19])=[O:18])[C:14]([C:21]([O:23][CH3:24])=[O:22])=[CH:13][C:11]=5[N:12]=[C:5]4[C@H:4]3[CH:1]([CH3:3])[CH3:2])[N:31]=2)[CH2:33][CH2:34]1. The catalyst class is: 812. (4) Reactant: Br[C:2]1[CH:3]=[C:4]([NH:8][S:9]([C:12]2[CH:17]=[CH:16][C:15]([F:18])=[CH:14][CH:13]=2)(=[O:11])=[O:10])[CH:5]=[N:6][CH:7]=1.[CH3:19][Sn:20]([CH3:26])([CH3:25])[Sn:20]([CH3:26])([CH3:25])[CH3:19]. Product: [F:18][C:15]1[CH:16]=[CH:17][C:12]([S:9]([NH:8][C:4]2[CH:5]=[N:6][CH:7]=[C:2]([Sn:20]([CH3:26])([CH3:25])[CH3:19])[CH:3]=2)(=[O:11])=[O:10])=[CH:13][CH:14]=1. The catalyst class is: 77. (5) Reactant: C(O[C:6](=O)[N:7]([C@H:9]([C:11](=[O:41])[NH:12][C@@H:13]1[C:19](=[O:20])[N:18]([CH2:21][C:22]2[C:31]3[C:26](=[CH:27][C:28]([C:32](=[S:34])[NH2:33])=[CH:29][CH:30]=3)[CH:25]=[CH:24][C:23]=2[O:35][CH3:36])[C:17]2[CH:37]=[CH:38][CH:39]=[CH:40][C:16]=2[CH2:15][CH2:14]1)[CH3:10])C)(C)(C)C.[CH3:43][CH2:44]O.[C:46]([O-])([O-])=O.[K+].[K+]. Product: [CH3:36][O:35][C:23]1[CH:24]=[CH:25][C:26]2[C:31](=[CH:30][CH:29]=[C:28]([C:32]3[S:34][CH:46]=[C:44]([CH3:43])[N:33]=3)[CH:27]=2)[C:22]=1[CH2:21][N:18]1[C:19](=[O:20])[C@@H:13]([NH:12][C:11](=[O:41])[C@@H:9]([NH:7][CH3:6])[CH3:10])[CH2:14][CH2:15][C:16]2[CH:40]=[CH:39][CH:38]=[CH:37][C:17]1=2. The catalyst class is: 6. (6) Reactant: Br[C:2]1[S:6][C:5]([CH2:7][O:8][C:9]2[CH:10]=[C:11]([CH:15]([CH:21]3[CH2:23][CH2:22]3)[CH2:16][C:17]([O:19][CH3:20])=[O:18])[CH:12]=[CH:13][CH:14]=2)=[N:4][C:3]=1[C:24]1[CH:29]=[CH:28][C:27]([C:30]([F:33])([F:32])[F:31])=[CH:26][CH:25]=1.[F:34][C:35]1[CH:40]=[CH:39][C:38]([O:41][CH3:42])=[CH:37][C:36]=1B(O)O.C1(P(C2CCCCC2)C2C=CC=CC=2C2C(OC)=CC=CC=2OC)CCCCC1.C(=O)([O-])[O-].[Na+].[Na+]. Product: [CH:21]1([CH:15]([C:11]2[CH:12]=[CH:13][CH:14]=[C:9]([O:8][CH2:7][C:5]3[S:6][C:2]([C:36]4[CH:37]=[C:38]([O:41][CH3:42])[CH:39]=[CH:40][C:35]=4[F:34])=[C:3]([C:24]4[CH:29]=[CH:28][C:27]([C:30]([F:33])([F:32])[F:31])=[CH:26][CH:25]=4)[N:4]=3)[CH:10]=2)[CH2:16][C:17]([O:19][CH3:20])=[O:18])[CH2:23][CH2:22]1. The catalyst class is: 491.